This data is from Forward reaction prediction with 1.9M reactions from USPTO patents (1976-2016). The task is: Predict the product of the given reaction. (1) Given the reactants C(OC(=O)[NH:7][CH2:8][CH2:9][CH2:10][C:11]([NH:13][O:14][CH2:15][C:16]1[CH:21]=[CH:20][CH:19]=[CH:18][CH:17]=1)=[O:12])(C)(C)C.[ClH:23], predict the reaction product. The product is: [ClH:23].[NH2:7][CH2:8][CH2:9][CH2:10][C:11]([NH:13][O:14][CH2:15][C:16]1[CH:21]=[CH:20][CH:19]=[CH:18][CH:17]=1)=[O:12]. (2) Given the reactants [Br:1][C:2]1[CH:7]=[CH:6][C:5]([C:8](=[O:15])[CH2:9][C:10]([O:12][CH2:13][CH3:14])=[O:11])=[CH:4][CH:3]=1.[N:16]([O-])=[O:17].[Na+], predict the reaction product. The product is: [Br:1][C:2]1[CH:3]=[CH:4][C:5]([C:8](=[O:15])[C:9](=[N:16][OH:17])[C:10]([O:12][CH2:13][CH3:14])=[O:11])=[CH:6][CH:7]=1. (3) Given the reactants Cl.[CH3:2][O:3][C:4]1[CH:12]=[CH:11][C:7]([CH2:8][NH:9][NH2:10])=[CH:6][CH:5]=1.[Br:13][C:14]1[C:15](=O)[O:16][C:17](=[O:19])[CH:18]=1, predict the reaction product. The product is: [Br:13][C:14]1[C:15](=[O:16])[N:9]([CH2:8][C:7]2[CH:11]=[CH:12][C:4]([O:3][CH3:2])=[CH:5][CH:6]=2)[NH:10][C:17](=[O:19])[CH:18]=1. (4) Given the reactants [Cl:1][C:2]1[CH:3]=[C:4]([OH:9])[CH:5]=[CH:6][C:7]=1[Cl:8].C([O-])([O-])=O.[K+].[K+].Cl[C:17]1[N:24]=[CH:23][CH:22]=[CH:21][C:18]=1[CH:19]=[O:20], predict the reaction product. The product is: [Cl:1][C:2]1[CH:3]=[C:4]([CH:5]=[CH:6][C:7]=1[Cl:8])[O:9][C:17]1[N:24]=[CH:23][CH:22]=[CH:21][C:18]=1[CH:19]=[O:20]. (5) Given the reactants [F:1][C:2]1[CH:11]=[CH:10][C:9]2[O:12][CH2:13][C:14](=[O:15])[N:7]3[C:8]=2[C:3]=1[CH:4]([CH:16]=O)[CH2:5][CH2:6]3.[OH:18][C@@H:19]1[CH2:23][NH:22][CH2:21][C@@H:20]1[CH2:24][NH:25][C:26](=[O:35])[O:27][CH2:28][C:29]1[CH:34]=[CH:33][CH:32]=[CH:31][CH:30]=1.C(O)(=O)C, predict the reaction product. The product is: [F:1][C:2]1[CH:11]=[CH:10][C:9]2[O:12][CH2:13][C:14](=[O:15])[N:7]3[C:8]=2[C:3]=1[CH:4]([CH2:16][N:22]1[CH2:23][C@@H:19]([OH:18])[C@@H:20]([CH2:24][NH:25][C:26](=[O:35])[O:27][CH2:28][C:29]2[CH:34]=[CH:33][CH:32]=[CH:31][CH:30]=2)[CH2:21]1)[CH2:5][CH2:6]3. (6) Given the reactants [Cu](C#N)[C:2]#[N:3].[F:6][C:7]1[CH:8]=[C:9]([N+:15]([O-:17])=[O:16])[C:10](I)=[C:11]([CH3:13])[CH:12]=1, predict the reaction product. The product is: [F:6][C:7]1[CH:8]=[C:9]([N+:15]([O-:17])=[O:16])[C:10]([C:2]#[N:3])=[C:11]([CH3:13])[CH:12]=1. (7) Given the reactants [H-].[Na+].[CH3:3][C:4]1[N:8]=[C:7]([NH:9][C:10]2[CH:15]=[CH:14][CH:13]=[CH:12][N:11]=2)S[N:5]=1.[CH2:16]([O:18][C:19](=[O:28])[CH2:20][CH2:21][CH2:22][CH2:23][CH2:24][CH2:25][CH2:26]I)[CH3:17].[OH2:29], predict the reaction product. The product is: [CH3:3][C:4]1[N:8]=[C:7]([N:9]([C:10]2[CH:15]=[CH:14][CH:13]=[CH:12][N:11]=2)[CH2:26][CH2:25][CH2:24][CH2:23][CH2:22][CH2:21][CH2:20][C:19]([O:18][CH2:16][CH3:17])=[O:28])[O:29][N:5]=1. (8) The product is: [Br:5][C:6]1[C:7]([CH3:13])=[C:8]([N+:1]([O-:4])=[O:2])[C:9]([NH2:12])=[N:10][CH:11]=1. Given the reactants [N+:1]([O-:4])(O)=[O:2].[Br:5][C:6]1[C:7]([CH3:13])=[CH:8][C:9]([NH2:12])=[N:10][CH:11]=1.[OH-].[Na+], predict the reaction product. (9) Given the reactants C([Li])CCC.[CH3:6][N:7]1[CH:11]=[CH:10][N:9]=[N:8]1.[N:12]1([C:17]2[CH:45]=[CH:44][C:20]([CH2:21][C:22]3[C:23]([O:42][CH3:43])=[N:24][C:25]4[C:30]([C:31]=3[Cl:32])=[CH:29][C:28]([C:33]([C:35]3[N:39]([CH3:40])[C:38]([CH3:41])=[N:37][CH:36]=3)=[O:34])=[CH:27][CH:26]=4)=[CH:19][CH:18]=2)[CH:16]=[CH:15][CH:14]=[N:13]1.O, predict the reaction product. The product is: [N:12]1([C:17]2[CH:18]=[CH:19][C:20]([CH2:21][C:22]3[C:23]([O:42][CH3:43])=[N:24][C:25]4[C:30]([C:31]=3[Cl:32])=[CH:29][C:28]([C:33]([C:35]3[N:39]([CH3:40])[C:38]([CH3:41])=[N:37][CH:36]=3)([C:11]3[N:7]([CH3:6])[N:8]=[N:9][CH:10]=3)[OH:34])=[CH:27][CH:26]=4)=[CH:44][CH:45]=2)[CH:16]=[CH:15][CH:14]=[N:13]1.